This data is from Orexin1 receptor HTS with 218,158 compounds and 233 confirmed actives. The task is: Binary Classification. Given a drug SMILES string, predict its activity (active/inactive) in a high-throughput screening assay against a specified biological target. The molecule is S(=O)(=O)(N\N=C\c1cccnc1)c1ccccc1. The result is 0 (inactive).